The task is: Predict the product of the given reaction.. This data is from Forward reaction prediction with 1.9M reactions from USPTO patents (1976-2016). (1) Given the reactants CC1(C)CO[C:5]2([C:13]3[C:8](=[CH:9][CH:10]=[C:11]([N:14]([CH2:19][CH2:20][N:21]4[CH2:26][CH2:25][O:24][CH2:23][CH2:22]4)[S:15]([CH3:18])(=[O:17])=[O:16])[CH:12]=3)[N:7]([CH2:27][C:28]([O:30]C)=[O:29])[C:6]2=[O:32])[O:4]C1.[C:36]([OH:42])([C:38]([F:41])([F:40])[F:39])=[O:37], predict the reaction product. The product is: [F:39][C:38]([F:41])([F:40])[C:36]([OH:42])=[O:37].[O:24]1[CH2:25][CH2:26][N:21]([CH2:20][CH2:19][N:14]([C:11]2[CH:12]=[C:13]3[C:8](=[CH:9][CH:10]=2)[N:7]([CH2:27][C:28]([OH:30])=[O:29])[C:6](=[O:32])[C:5]3=[O:4])[S:15]([CH3:18])(=[O:17])=[O:16])[CH2:22][CH2:23]1. (2) The product is: [C:18]([O:17][C:15](=[O:16])[N:8]([CH2:6][CH3:7])[CH2:2][CH2:3][CH2:4][OH:5])([CH3:21])([CH3:20])[CH3:19]. Given the reactants Cl[CH2:2][CH2:3][CH2:4][OH:5].[CH2:6]([NH2:8])[CH3:7].C([O-])([O-])=O.[K+].[K+].[C:15](O[C:15]([O:17][C:18]([CH3:21])([CH3:20])[CH3:19])=[O:16])([O:17][C:18]([CH3:21])([CH3:20])[CH3:19])=[O:16].C(N(CC)CC)C, predict the reaction product.